From a dataset of Peptide-MHC class I binding affinity with 185,985 pairs from IEDB/IMGT. Regression. Given a peptide amino acid sequence and an MHC pseudo amino acid sequence, predict their binding affinity value. This is MHC class I binding data. (1) The peptide sequence is MTAASYARY. The MHC is HLA-B40:01 with pseudo-sequence HLA-B40:01. The binding affinity (normalized) is 0.213. (2) The peptide sequence is YMIGYTAYY. The MHC is SLA-20401 with pseudo-sequence SLA-20401. The binding affinity (normalized) is 0.318. (3) The peptide sequence is RRYQIAQYK. The MHC is HLA-A11:01 with pseudo-sequence HLA-A11:01. The binding affinity (normalized) is 0.0847. (4) The peptide sequence is FPFGDVWNY. The MHC is HLA-B18:01 with pseudo-sequence HLA-B18:01. The binding affinity (normalized) is 0.947. (5) The peptide sequence is DITFLRPVLK. The MHC is HLA-A31:01 with pseudo-sequence HLA-A31:01. The binding affinity (normalized) is 0.486. (6) The peptide sequence is RALKYDFNH. The MHC is HLA-A68:01 with pseudo-sequence HLA-A68:01. The binding affinity (normalized) is 0.182.